Dataset: Catalyst prediction with 721,799 reactions and 888 catalyst types from USPTO. Task: Predict which catalyst facilitates the given reaction. Reactant: [N+:1]([C:4]1[CH:9]=[CH:8][CH:7]=[CH:6][C:5]=1[NH:10][C:11]1[C:20]2[C:15](=[CH:16][CH:17]=[CH:18][CH:19]=2)[CH:14]=[CH:13][CH:12]=1)([O-])=O. Product: [C:11]1([NH:10][C:5]2[C:4]([NH2:1])=[CH:9][CH:8]=[CH:7][CH:6]=2)[C:20]2[C:15](=[CH:16][CH:17]=[CH:18][CH:19]=2)[CH:14]=[CH:13][CH:12]=1. The catalyst class is: 78.